This data is from Forward reaction prediction with 1.9M reactions from USPTO patents (1976-2016). The task is: Predict the product of the given reaction. (1) Given the reactants [CH3:1][O:2][C:3]1[CH:9]=[CH:8][C:6]([NH2:7])=[C:5]([C:10]([F:13])([F:12])[F:11])[CH:4]=1.[N:14]([O-])=O.[Na+].[Cl:18][Sn]Cl.Cl.C(O)(C(F)(F)F)=O, predict the reaction product. The product is: [ClH:18].[CH3:1][O:2][C:3]1[CH:9]=[CH:8][C:6]([NH:7][NH2:14])=[C:5]([C:10]([F:11])([F:12])[F:13])[CH:4]=1. (2) Given the reactants [Cl:1][C:2]1[CH:7]=[CH:6][C:5]([C:8]2[O:12][C:11]([CH3:13])=[C:10]([CH:14]=[O:15])[CH:9]=2)=[CH:4][CH:3]=1, predict the reaction product. The product is: [Cl:1][C:2]1[CH:7]=[CH:6][C:5]([C:8]2[O:12][C:11]([CH3:13])=[C:10]([CH:14]([OH:15])[CH2:4][CH:5]([CH3:8])[CH3:6])[CH:9]=2)=[CH:4][CH:3]=1.